Dataset: NCI-60 drug combinations with 297,098 pairs across 59 cell lines. Task: Regression. Given two drug SMILES strings and cell line genomic features, predict the synergy score measuring deviation from expected non-interaction effect. (1) Drug 1: CC1=CC=C(C=C1)C2=CC(=NN2C3=CC=C(C=C3)S(=O)(=O)N)C(F)(F)F. Drug 2: CCC1(CC2CC(C3=C(CCN(C2)C1)C4=CC=CC=C4N3)(C5=C(C=C6C(=C5)C78CCN9C7C(C=CC9)(C(C(C8N6C)(C(=O)OC)O)OC(=O)C)CC)OC)C(=O)OC)O.OS(=O)(=O)O. Cell line: UACC-257. Synergy scores: CSS=1.59, Synergy_ZIP=-0.427, Synergy_Bliss=0.402, Synergy_Loewe=-0.390, Synergy_HSA=-0.266. (2) Drug 1: CCCS(=O)(=O)NC1=C(C(=C(C=C1)F)C(=O)C2=CNC3=C2C=C(C=N3)C4=CC=C(C=C4)Cl)F. Drug 2: C1=CC(=CC=C1C#N)C(C2=CC=C(C=C2)C#N)N3C=NC=N3. Cell line: NCI-H322M. Synergy scores: CSS=5.04, Synergy_ZIP=6.56, Synergy_Bliss=6.71, Synergy_Loewe=0.559, Synergy_HSA=0.689. (3) Drug 1: CC1OCC2C(O1)C(C(C(O2)OC3C4COC(=O)C4C(C5=CC6=C(C=C35)OCO6)C7=CC(=C(C(=C7)OC)O)OC)O)O. Drug 2: CS(=O)(=O)OCCCCOS(=O)(=O)C. Cell line: TK-10. Synergy scores: CSS=23.7, Synergy_ZIP=-5.33, Synergy_Bliss=-0.350, Synergy_Loewe=-25.5, Synergy_HSA=-1.07. (4) Drug 1: CC1=C2C(C(=O)C3(C(CC4C(C3C(C(C2(C)C)(CC1OC(=O)C(C(C5=CC=CC=C5)NC(=O)OC(C)(C)C)O)O)OC(=O)C6=CC=CC=C6)(CO4)OC(=O)C)OC)C)OC. Cell line: SF-268. Drug 2: C1CN(CCN1C(=O)CCBr)C(=O)CCBr. Synergy scores: CSS=23.2, Synergy_ZIP=-9.03, Synergy_Bliss=-9.87, Synergy_Loewe=-14.2, Synergy_HSA=-4.80. (5) Drug 1: CC12CCC(CC1=CCC3C2CCC4(C3CC=C4C5=CN=CC=C5)C)O. Drug 2: CCC(=C(C1=CC=CC=C1)C2=CC=C(C=C2)OCCN(C)C)C3=CC=CC=C3.C(C(=O)O)C(CC(=O)O)(C(=O)O)O. Cell line: A498. Synergy scores: CSS=6.88, Synergy_ZIP=0.486, Synergy_Bliss=4.29, Synergy_Loewe=1.27, Synergy_HSA=2.20. (6) Drug 2: CC1=C(N=C(N=C1N)C(CC(=O)N)NCC(C(=O)N)N)C(=O)NC(C(C2=CN=CN2)OC3C(C(C(C(O3)CO)O)O)OC4C(C(C(C(O4)CO)O)OC(=O)N)O)C(=O)NC(C)C(C(C)C(=O)NC(C(C)O)C(=O)NCCC5=NC(=CS5)C6=NC(=CS6)C(=O)NCCC[S+](C)C)O. Synergy scores: CSS=62.8, Synergy_ZIP=-3.43, Synergy_Bliss=-4.77, Synergy_Loewe=-1.74, Synergy_HSA=2.25. Drug 1: C1=CN(C(=O)N=C1N)C2C(C(C(O2)CO)O)O.Cl. Cell line: HCT116.